Dataset: Catalyst prediction with 721,799 reactions and 888 catalyst types from USPTO. Task: Predict which catalyst facilitates the given reaction. Reactant: [CH2:1]([C@@H:3]1[CH2:20][C:19]2[CH:18]=[C:17]([O:21][CH3:22])[CH:16]=[CH:15][C:14]=2[C@@H:13]2[C@@H:4]1[C:5]1[C@@:9]([CH2:11][CH2:12]2)([CH3:10])[C@@H:8]([OH:23])[CH2:7][CH:6]=1)[CH3:2].[Li].N.CC(O)C. Product: [CH2:1]([C@@H:3]1[CH2:20][C:19]2[CH2:18][C:17]([O:21][CH3:22])=[CH:16][CH2:15][C:14]=2[C@@H:13]2[C@@H:4]1[C:5]1[C@@:9]([CH2:11][CH2:12]2)([CH3:10])[C@@H:8]([OH:23])[CH2:7][CH:6]=1)[CH3:2]. The catalyst class is: 7.